From a dataset of Forward reaction prediction with 1.9M reactions from USPTO patents (1976-2016). Predict the product of the given reaction. The product is: [CH2:17]([O:16][C:14]([C:13]1[CH:12]=[N:8][N:7]([CH:2]2[CH2:6][CH2:5][CH2:4][CH2:3]2)[C:19]=1[NH2:20])=[O:15])[CH3:18]. Given the reactants Cl.[CH:2]1([NH:7][NH2:8])[CH2:6][CH2:5][CH2:4][CH2:3]1.C(O[CH:12]=[C:13]([C:19]#[N:20])[C:14]([O:16][CH2:17][CH3:18])=[O:15])C.C([O-])(=O)C.[Na+], predict the reaction product.